This data is from Full USPTO retrosynthesis dataset with 1.9M reactions from patents (1976-2016). The task is: Predict the reactants needed to synthesize the given product. (1) Given the product [Cl:38][C:33]1[CH:34]=[C:35]2[C:30](=[CH:31][CH:32]=1)[CH:29]=[C:28]([S:25]([CH2:24][CH:23]([CH3:39])[C:22]([NH:21][CH:18]1[CH2:19][CH2:20][N:15]([C:18]3[CH:17]=[CH:16][N:15]=[C:3]([CH3:4])[CH:19]=3)[CH2:16][CH2:17]1)=[O:40])(=[O:26])=[O:27])[CH:37]=[CH:36]2, predict the reactants needed to synthesize it. The reactants are: C(Cl)(=O)O[CH:3](Cl)[CH3:4].C([N:15]1[CH2:20][CH2:19][CH:18]([NH:21][C:22](=[O:40])[CH:23]([CH3:39])[CH2:24][S:25]([C:28]2[CH:37]=[CH:36][C:35]3[C:30](=[CH:31][CH:32]=[C:33]([Cl:38])[CH:34]=3)[CH:29]=2)(=[O:27])=[O:26])[CH2:17][CH2:16]1)C1C=CC=CC=1.CO. (2) Given the product [CH3:1][O:2][C:3]1[CH:11]=[CH:10][C:6]([C:7]([N:25]2[CH2:26][CH2:27][N:22]([C:20]([C:18]3[O:19][C:15]([N+:12]([O-:14])=[O:13])=[CH:16][CH:17]=3)=[O:21])[CH2:23][CH2:24]2)=[O:8])=[CH:5][CH:4]=1, predict the reactants needed to synthesize it. The reactants are: [CH3:1][O:2][C:3]1[CH:11]=[CH:10][C:6]([C:7](Cl)=[O:8])=[CH:5][CH:4]=1.[N+:12]([C:15]1[O:19][C:18]([C:20]([N:22]2[CH2:27][CH2:26][NH:25][CH2:24][CH2:23]2)=[O:21])=[CH:17][CH:16]=1)([O-:14])=[O:13].